Dataset: Full USPTO retrosynthesis dataset with 1.9M reactions from patents (1976-2016). Task: Predict the reactants needed to synthesize the given product. (1) Given the product [F:1][C:2]1[CH:7]=[C:6]([CH3:8])[C:5]([S:9]([CH2:10][C:11]([F:14])([F:12])[F:13])=[O:36])=[CH:4][C:3]=1[N:15]1[C:19]([CH3:20])=[CH:18][C:17]([O:21][CH2:22][CH2:23][C:24]([F:25])([F:26])[F:27])=[N:16]1, predict the reactants needed to synthesize it. The reactants are: [F:1][C:2]1[CH:7]=[C:6]([CH3:8])[C:5]([S:9][CH2:10][C:11]([F:14])([F:13])[F:12])=[CH:4][C:3]=1[N:15]1[C:19]([CH3:20])=[CH:18][C:17]([O:21][CH2:22][CH2:23][C:24]([F:27])([F:26])[F:25])=[N:16]1.ClC1C=CC=C(C(OO)=[O:36])C=1. (2) Given the product [Br:18][C:15]1[CH:16]=[CH:17][C:10]([CH:19]2[CH2:21][CH2:20]2)=[C:11]([CH:14]=1)[CH:12]=[O:13], predict the reactants needed to synthesize it. The reactants are: [O-]P([O-])([O-])=O.[K+].[K+].[K+].Br[C:10]1[CH:17]=[CH:16][C:15]([Br:18])=[CH:14][C:11]=1[CH:12]=[O:13].[CH:19]1(B(O)O)[CH2:21][CH2:20]1.